From a dataset of Full USPTO retrosynthesis dataset with 1.9M reactions from patents (1976-2016). Predict the reactants needed to synthesize the given product. (1) Given the product [CH2:1]([O:8][C:9]([NH:11][C@H:12]1[CH2:18][CH2:17][C@@H:16]2[CH2:19][C@H:13]1[CH:14]([OH:27])[N:15]2[C:20]([O:22][C:23]([CH3:25])([CH3:24])[CH3:26])=[O:21])=[O:10])[C:2]1[CH:3]=[CH:4][CH:5]=[CH:6][CH:7]=1, predict the reactants needed to synthesize it. The reactants are: [CH2:1]([O:8][C:9]([NH:11][C@H:12]1[CH2:18][CH2:17][C@@H:16]2[CH2:19][C@H:13]1[C:14](=[O:27])[N:15]2[C:20]([O:22][C:23]([CH3:26])([CH3:25])[CH3:24])=[O:21])=[O:10])[C:2]1[CH:7]=[CH:6][CH:5]=[CH:4][CH:3]=1.[H-].C([Al+]CC(C)C)C(C)C.CO.O. (2) Given the product [C:14]1([NH:13][C:11]([N:8]2[CH2:9][CH2:10][N:5]3[N:4]=[CH:3][C:2]([B:29]4[O:33][C:32]([CH3:35])([CH3:34])[C:31]([CH3:37])([CH3:36])[O:30]4)=[C:6]3[CH2:7]2)=[O:12])[CH:19]=[CH:18][CH:17]=[CH:16][CH:15]=1, predict the reactants needed to synthesize it. The reactants are: I[C:2]1[CH:3]=[N:4][N:5]2[CH2:10][CH2:9][N:8]([C:11]([NH:13][C:14]3[CH:19]=[CH:18][CH:17]=[CH:16][CH:15]=3)=[O:12])[CH2:7][C:6]=12.C([Mg]Cl)(C)C.C(O[B:29]1[O:33][C:32]([CH3:35])([CH3:34])[C:31]([CH3:37])([CH3:36])[O:30]1)(C)C. (3) The reactants are: [CH3:1][N:2]1[CH2:7][CH2:6][N:5]([C:8]([C:10]2[CH:15]=[CH:14][CH:13]=[C:12]([N+:16]([O-])=O)[CH:11]=2)=[O:9])[CH2:4][CH2:3]1.C([SiH](CC)CC)C. Given the product [NH2:16][C:12]1[CH:11]=[C:10]([C:8]([N:5]2[CH2:6][CH2:7][N:2]([CH3:1])[CH2:3][CH2:4]2)=[O:9])[CH:15]=[CH:14][CH:13]=1, predict the reactants needed to synthesize it. (4) The reactants are: [CH2:1]([O:8][C:9]1[C:10]([C:19]([OH:21])=O)=[N:11][C:12]([O:17][CH3:18])=[CH:13][C:14]=1[CH:15]=[CH2:16])[C:2]1[CH:7]=[CH:6][CH:5]=[CH:4][CH:3]=1.[F:22][C:23]1[CH:30]=[CH:29][C:26]([CH2:27][NH-:28])=[CH:25][CH:24]=1. Given the product [F:22][C:23]1[CH:30]=[CH:29][C:26]([CH2:27][NH:28][C:19]([C:10]2[C:9]([O:8][CH2:1][C:2]3[CH:3]=[CH:4][CH:5]=[CH:6][CH:7]=3)=[C:14]([CH:15]=[CH2:16])[CH:13]=[C:12]([O:17][CH3:18])[N:11]=2)=[O:21])=[CH:25][CH:24]=1, predict the reactants needed to synthesize it.